Dataset: Full USPTO retrosynthesis dataset with 1.9M reactions from patents (1976-2016). Task: Predict the reactants needed to synthesize the given product. (1) Given the product [CH3:33][C:34]1[O:38][C:37]([C:39]2[CH:44]=[CH:43][CH:42]=[CH:41][CH:40]=2)=[N:36][C:35]=1[C:45]([NH:47][C:48]1[CH:53]=[CH:52][C:51]([C:54]2[S:58][C:57]([CH:59]3[CH2:64][CH2:63][CH:62]([CH2:65][C:66]([OH:68])=[O:67])[CH2:61][CH2:60]3)=[N:56][CH:55]=2)=[CH:50][CH:49]=1)=[O:46], predict the reactants needed to synthesize it. The reactants are: ClC1C=CC=CC=1NC(=O)NC1C=CC(C2SC(C3CCC(CC(O)=O)CC3)=NC=2)=CC=1.[CH3:33][C:34]1[O:38][C:37]([C:39]2[CH:44]=[CH:43][CH:42]=[CH:41][CH:40]=2)=[N:36][C:35]=1[C:45]([NH:47][C:48]1[CH:53]=[CH:52][C:51]([C:54]2[S:58][C:57]([CH:59]3[CH2:64][CH2:63][CH:62]([CH2:65][C:66]([O:68]CC)=[O:67])[CH2:61][CH2:60]3)=[N:56][CH:55]=2)=[CH:50][CH:49]=1)=[O:46]. (2) Given the product [CH:1]1([CH2:7][NH:8][C:9]([C@H:11]([NH:15][C:16]2[C:26]([F:27])=[CH:25][C:19]([C:20]([OH:22])=[O:21])=[CH:18][N:17]=2)[CH:12]([CH3:13])[CH3:14])=[O:10])[CH2:6][CH2:5][CH2:4][CH2:3][CH2:2]1, predict the reactants needed to synthesize it. The reactants are: [CH:1]1([CH2:7][NH:8][C:9]([C@H:11]([NH:15][C:16]2[C:26]([F:27])=[CH:25][C:19]([C:20]([O:22]CC)=[O:21])=[CH:18][N:17]=2)[CH:12]([CH3:14])[CH3:13])=[O:10])[CH2:6][CH2:5][CH2:4][CH2:3][CH2:2]1.[OH-].[Na+]. (3) Given the product [Br:18][C:19]1[CH:20]=[CH:21][C:22]([OH:25])=[C:23]([C:9](=[O:11])[CH2:8][C:4]2[CH:5]=[CH:6][CH:7]=[C:2]([F:1])[CH:3]=2)[CH:24]=1, predict the reactants needed to synthesize it. The reactants are: [F:1][C:2]1[CH:3]=[C:4]([CH2:8][C:9]([OH:11])=O)[CH:5]=[CH:6][CH:7]=1.C(Cl)(=O)C(Cl)=O.[Br:18][C:19]1[CH:24]=[CH:23][C:22]([O:25]C)=[CH:21][CH:20]=1.[Al+3].[Cl-].[Cl-].[Cl-]. (4) Given the product [CH:55]([NH:57][C:5](=[O:7])[C:4]1[CH:8]=[C:9]([CH3:39])[C:10]([C:11]([NH:13][CH2:14][CH2:15][C@H:16]([N:18]2[CH2:23][CH2:22][CH:21]([N:24]([CH2:31][C:32]3[CH:33]=[N:34][CH:35]=[CH:36][C:37]=3[CH3:38])[C:25]3[CH:30]=[CH:29][CH:28]=[CH:27][CH:26]=3)[CH2:20][CH2:19]2)[CH3:17])=[O:12])=[C:2]([CH3:1])[CH:3]=1)([CH3:56])[CH3:54], predict the reactants needed to synthesize it. The reactants are: [CH3:1][C:2]1[CH:3]=[C:4]([CH:8]=[C:9]([CH3:39])[C:10]=1[C:11]([NH:13][CH2:14][CH2:15][C@H:16]([N:18]1[CH2:23][CH2:22][CH:21]([N:24]([CH2:31][C:32]2[CH:33]=[N:34][CH:35]=[CH:36][C:37]=2[CH3:38])[C:25]2[CH:30]=[CH:29][CH:28]=[CH:27][CH:26]=2)[CH2:20][CH2:19]1)[CH3:17])=[O:12])[C:5]([OH:7])=O.CCN=C=NCCCN(C)C.C1C=C[C:54]2N(O)N=[N:57][C:55]=2[CH:56]=1.C(N)(C)C.CCN(C(C)C)C(C)C.